This data is from Reaction yield outcomes from USPTO patents with 853,638 reactions. The task is: Predict the reaction yield, written as a fraction of the theoretical maximum amount of product (1.0 means a 100% yield; for example, 0.34 means a 34% yield). (1) The reactants are C([O:3][C:4]([C:6]1[C:7]([CH2:21][N:22]([CH3:24])[CH3:23])=[N:8][C:9]2[C:14]([C:15]=1[CH3:16])=[CH:13][CH:12]=[C:11]([C:17]([F:20])([F:19])[F:18])[CH:10]=2)=O)C.C[Al](C)C.[F:29][C:30]1[CH:31]=[C:32]([CH:35]=[CH:36][CH:37]=1)[CH2:33][NH2:34].CCOC(C)=O.CCCCCC. The catalyst is C1(C)C=CC=CC=1.CCOC(C)=O.CO. The product is [CH3:24][N:22]([CH2:21][C:7]1[C:6]([C:4]([NH:34][CH2:33][C:32]2[CH:35]=[CH:36][CH:37]=[C:30]([F:29])[CH:31]=2)=[O:3])=[C:15]([CH3:16])[C:14]2[C:9](=[CH:10][C:11]([C:17]([F:19])([F:20])[F:18])=[CH:12][CH:13]=2)[N:8]=1)[CH3:23]. The yield is 0.0900. (2) The product is [C:1]([O:5][C:6]([N:8]1[CH2:13][CH2:12][N:11]([CH2:27][C:26]2[CH:29]=[CH:30][C:31]([Cl:32])=[C:24]([Cl:23])[CH:25]=2)[CH2:10][CH2:9]1)=[O:7])([CH3:4])([CH3:2])[CH3:3]. The reactants are [C:1]([O:5][C:6]([N:8]1[CH2:13][CH2:12][NH:11][CH2:10][CH2:9]1)=[O:7])([CH3:4])([CH3:3])[CH3:2].C(N(C(C)C)CC)(C)C.[Cl:23][C:24]1[CH:25]=[C:26]([CH:29]=[CH:30][C:31]=1[Cl:32])[CH2:27]Cl. The yield is 0.760. The catalyst is C1COCC1.